Dataset: Forward reaction prediction with 1.9M reactions from USPTO patents (1976-2016). Task: Predict the product of the given reaction. (1) Given the reactants Br[C:2]1[CH:9]=[C:8]([CH3:10])[CH:7]=[CH:6][C:3]=1[C:4]#[N:5].C([Cu])#[N:12].[NH4+].[OH-], predict the reaction product. The product is: [NH2:12][C:2]1[CH:9]=[C:8]([CH3:10])[CH:7]=[CH:6][C:3]=1[C:4]#[N:5]. (2) The product is: [Br:1][C:2]1[CH:12]=[CH:11][C:5]2[O:6][C:7]3[C:8](=[O:9])[NH:10][C:16]([CH2:17][N:21]4[CH2:27][CH2:26][CH2:25][C@H:22]4[CH2:23][OH:24])=[N:14][C:13]=3[C:4]=2[CH:3]=1. Given the reactants [Br:1][C:2]1[CH:12]=[CH:11][C:5]([O:6][CH2:7][C:8]([NH2:10])=[O:9])=[C:4]([C:13]#[N:14])[CH:3]=1.N1CCC[CH2:17][CH2:16]1.[NH:21]1[CH2:27][CH2:26][CH2:25][C@H:22]1[CH2:23][OH:24], predict the reaction product. (3) The product is: [CH3:1][N:2]1[CH:6]=[C:5]([NH:7][C:16](=[O:17])[O:15][C:12]([CH3:14])([CH3:13])[CH3:11])[N:4]=[C:3]1[CH3:10]. Given the reactants [CH3:1][N:2]1[CH:6]=[C:5]([N+:7]([O-])=O)[N:4]=[C:3]1[CH3:10].[CH3:11][C:12]([O:15][C:16](O[C:16]([O:15][C:12]([CH3:14])([CH3:13])[CH3:11])=[O:17])=[O:17])([CH3:14])[CH3:13].C(N(CC)CC)C, predict the reaction product. (4) Given the reactants [CH2:1]([O:3][C:4]([C@@H:6]1[CH2:11][CH2:10][CH2:9][CH2:8][C@@H:7]1[NH:12][CH2:13][CH2:14][C:15]([CH3:18])([CH3:17])[CH3:16])=[O:5])[CH3:2].[CH3:19][S:20]([NH:23][C:24]1[CH:39]=[CH:38][C:27]2[NH:28][C:29]([CH2:34][C:35](O)=[O:36])=[N:30][S:31](=[O:33])(=[O:32])[C:26]=2[CH:25]=1)(=[O:22])=[O:21].C1(N=C=NC2CCCCC2)CCCCC1, predict the reaction product. The product is: [CH2:1]([O:3][C:4]([C@@H:6]1[CH2:11][CH2:10][CH2:9][CH2:8][C@@H:7]1[N:12]([CH2:13][CH2:14][C:15]([CH3:17])([CH3:16])[CH3:18])[C:35](=[O:36])[CH2:34][C:29]1[NH:28][C:27]2[CH:38]=[CH:39][C:24]([NH:23][S:20]([CH3:19])(=[O:22])=[O:21])=[CH:25][C:26]=2[S:31](=[O:32])(=[O:33])[N:30]=1)=[O:5])[CH3:2].